Dataset: Catalyst prediction with 721,799 reactions and 888 catalyst types from USPTO. Task: Predict which catalyst facilitates the given reaction. (1) Reactant: [C:1]1([C:11]([C:13]2[C:21]3[C:16](=[CH:17][CH:18]=[CH:19][CH:20]=3)[N:15]([CH2:22][CH2:23][CH2:24][C:25]([O:27]CC)=[O:26])[C:14]=2[CH3:30])=[O:12])[C:10]2[C:5](=[CH:6][CH:7]=[CH:8][CH:9]=2)[CH:4]=[CH:3][CH:2]=1.[OH-].[K+]. Product: [C:1]1([C:11]([C:13]2[C:21]3[C:16](=[CH:17][CH:18]=[CH:19][CH:20]=3)[N:15]([CH2:22][CH2:23][CH2:24][C:25]([OH:27])=[O:26])[C:14]=2[CH3:30])=[O:12])[C:10]2[C:5](=[CH:6][CH:7]=[CH:8][CH:9]=2)[CH:4]=[CH:3][CH:2]=1. The catalyst class is: 6. (2) Reactant: [CH3:1][O:2][C:3]([CH:5]1[CH2:9][CH2:8][CH2:7][N:6]1[N:10]=[CH:11][CH2:12][C:13]([CH3:16])([CH3:15])[CH3:14])=[O:4].C(O)(=O)C.C([BH3-])#N.[Na+]. Product: [CH3:1][O:2][C:3]([CH:5]1[CH2:9][CH2:8][CH2:7][N:6]1[NH:10][CH2:11][CH2:12][C:13]([CH3:16])([CH3:15])[CH3:14])=[O:4]. The catalyst class is: 5.